From a dataset of Forward reaction prediction with 1.9M reactions from USPTO patents (1976-2016). Predict the product of the given reaction. (1) Given the reactants [CH3:1][C:2]1[N:6]([CH2:7][C:8]2[CH:13]=[CH:12][C:11]([CH2:14][OH:15])=[CH:10][CH:9]=2)[N:5]=[C:4]([C:16]2[CH:21]=[CH:20][CH:19]=[CH:18][CH:17]=2)[CH:3]=1.O[C:23]1[CH:28]=[CH:27][C:26]([CH2:29][CH2:30][C:31]([O:33][CH3:34])=[O:32])=[CH:25][CH:24]=1.C1(P(C2C=CC=CC=2)C2C=CC=CC=2)C=CC=CC=1.N(C(OCC)=O)=NC(OCC)=O, predict the reaction product. The product is: [CH3:1][C:2]1[N:6]([CH2:7][C:8]2[CH:13]=[CH:12][C:11]([CH2:14][O:15][C:23]3[CH:28]=[CH:27][C:26]([CH2:29][CH2:30][C:31]([O:33][CH3:34])=[O:32])=[CH:25][CH:24]=3)=[CH:10][CH:9]=2)[N:5]=[C:4]([C:16]2[CH:21]=[CH:20][CH:19]=[CH:18][CH:17]=2)[CH:3]=1. (2) The product is: [C:1]([O:5][C:6](=[O:22])[NH:7][C:8]1[CH:13]=[C:12]([O:14][CH2:15][CH3:16])[C:11]([C:17]([F:20])([F:19])[F:18])=[CH:10][C:9]=1[NH:21][C:28](=[O:27])[CH2:29][C:30]([C:32]1[CH:37]=[CH:36][CH:35]=[C:34]([C:38]2[CH:43]=[CH:42][N:41]=[C:40]([CH:44]3[CH2:45][CH2:46][CH2:47][CH2:48]3)[CH:39]=2)[CH:33]=1)=[O:31])([CH3:2])([CH3:3])[CH3:4]. Given the reactants [C:1]([O:5][C:6](=[O:22])[NH:7][C:8]1[CH:13]=[C:12]([O:14][CH2:15][CH3:16])[C:11]([C:17]([F:20])([F:19])[F:18])=[CH:10][C:9]=1[NH2:21])([CH3:4])([CH3:3])[CH3:2].C([O:27][C:28](=O)[CH2:29][C:30]([C:32]1[CH:37]=[CH:36][CH:35]=[C:34]([C:38]2[CH:43]=[CH:42][N:41]=[C:40]([CH:44]3[CH2:48][CH2:47][CH2:46][CH2:45]3)[CH:39]=2)[CH:33]=1)=[O:31])(C)(C)C, predict the reaction product. (3) The product is: [CH3:1][O:2][N:3]=[C:4]1[CH2:5][C@@H:6]([C:16]2[O:17][C:18](=[S:21])[NH:19][N:20]=2)[N:7]([C:9]([C:41]2[CH:42]=[CH:43][C:38]([C:29]3[CH:34]=[CH:33][CH:32]=[CH:31][CH:30]=3)=[CH:39][CH:40]=2)=[O:11])[CH2:8]1. Given the reactants [CH3:1][O:2][N:3]=[C:4]1[CH2:8][N:7]([C:9]([O:11]C(C)(C)C)=O)[C@H:6]([C:16]2[O:17][C:18](=[S:21])[NH:19][N:20]=2)[CH2:5]1.C(N(CC)CC)C.[C:29]1([C:38]2[CH:43]=[CH:42][CH:41]=[CH:40][CH:39]=2)[CH:34]=[CH:33][C:32](C(Cl)=O)=[CH:31][CH:30]=1.C(O)C(N)(CO)CO, predict the reaction product. (4) Given the reactants [CH2:1]1[C:9]2[C:4](=[CH:5][CH:6]=[CH:7][CH:8]=2)[CH2:3][NH:2]1.[F:10][C:11]([F:34])([F:33])[O:12][C:13]1[CH:14]=[C:15]([N:19]2[CH2:24][CH2:23][N:22]([CH2:25][CH2:26][CH2:27][CH2:28][CH2:29][C:30](O)=[O:31])[CH2:21][CH2:20]2)[CH:16]=[CH:17][CH:18]=1, predict the reaction product. The product is: [CH2:1]1[C:9]2[C:4](=[CH:5][CH:6]=[CH:7][CH:8]=2)[CH2:3][N:2]1[C:30](=[O:31])[CH2:29][CH2:28][CH2:27][CH2:26][CH2:25][N:22]1[CH2:21][CH2:20][N:19]([C:15]2[CH:16]=[CH:17][CH:18]=[C:13]([O:12][C:11]([F:34])([F:10])[F:33])[CH:14]=2)[CH2:24][CH2:23]1.